This data is from Full USPTO retrosynthesis dataset with 1.9M reactions from patents (1976-2016). The task is: Predict the reactants needed to synthesize the given product. (1) Given the product [OH:1][CH2:2][CH2:3][CH2:4][CH:5]1[CH2:10][CH2:9][CH2:8][CH2:7][NH:6]1, predict the reactants needed to synthesize it. The reactants are: [OH:1][CH2:2][CH2:3][CH2:4][C:5]1[CH:10]=[CH:9][CH:8]=[CH:7][N:6]=1.Cl. (2) Given the product [Cl:1][C:2]1[N:7]=[C:6]([NH:8][CH3:9])[N:5]=[C:4]([N:10]2[C@H:15]([CH3:16])[CH2:14][CH2:13][C@H:12]([C:17]([NH:29][C:30]3[CH:35]=[CH:34][CH:33]=[CH:32][CH:31]=3)=[O:19])[CH2:11]2)[CH:3]=1, predict the reactants needed to synthesize it. The reactants are: [Cl:1][C:2]1[N:7]=[C:6]([NH:8][CH3:9])[N:5]=[C:4]([N:10]2[C@H:15]([CH3:16])[CH2:14][CH2:13][C@H:12]([C:17]([OH:19])=O)[CH2:11]2)[CH:3]=1.CCN(C(C)C)C(C)C.[NH2:29][C:30]1[CH:35]=[CH:34][CH:33]=[CH:32][CH:31]=1.CN(C(ON1N=NC2C=CC=NC1=2)=[N+](C)C)C.F[P-](F)(F)(F)(F)F.